This data is from Full USPTO retrosynthesis dataset with 1.9M reactions from patents (1976-2016). The task is: Predict the reactants needed to synthesize the given product. Given the product [F:8][CH2:9][C@H:10]1[CH2:14][N:13]([C@@H:15]([C:17]2[CH:22]=[CH:21][CH:20]=[CH:19][CH:18]=2)[CH3:16])[C:12](=[O:23])[C@@H:11]1[OH:26], predict the reactants needed to synthesize it. The reactants are: C(NC(C)C)(C)C.[F:8][CH2:9][C@@H:10]1[CH2:14][N:13]([C@@H:15]([C:17]2[CH:22]=[CH:21][CH:20]=[CH:19][CH:18]=2)[CH3:16])[C:12](=[O:23])[CH2:11]1.S([O-])([O-])(=[O:26])=S.[Na+].[Na+].